From a dataset of Experimentally validated miRNA-target interactions with 360,000+ pairs, plus equal number of negative samples. Binary Classification. Given a miRNA mature sequence and a target amino acid sequence, predict their likelihood of interaction. The miRNA is hsa-miR-652-5p with sequence CAACCCUAGGAGAGGGUGCCAUUCA. The protein sequence of the target gene is MEREPRARVALVPERCGRGPSSRHRRPGLLLPGLWLLLLAGPASCAPDDLSLAQHSHPVRPSDFLPERSILHSAAQVTLSETVPRSQPSISALVLSSPSATAFDTAFLSQRQQTQSTAEPSFFEANYGSVTSNEVALDDEEMDNFLPDAHWTSSRGVSPMRYITPSPPEPPQEMLEPGTTPSLPTISLPDEVLSGCQNTVQQATVYVEPSTYFGTSWSAFLTSEGIIPTPSRNSVLHPIEIHSQLSSKALPETVASVTEGAENLLFSSRISVSQPSGNGMTQQPSVPLWEVSQPLVGVLA.... Result: 0 (no interaction).